This data is from Full USPTO retrosynthesis dataset with 1.9M reactions from patents (1976-2016). The task is: Predict the reactants needed to synthesize the given product. (1) Given the product [N:3]1[CH:4]=[CH:5][CH:6]=[CH:7][C:2]=1[N:11]1[CH2:10][CH2:9][N:8]([C:14]([O:16][C:17]([CH3:20])([CH3:19])[CH3:18])=[O:15])[CH2:13][CH2:12]1, predict the reactants needed to synthesize it. The reactants are: Br[C:2]1[CH:7]=[CH:6][CH:5]=[CH:4][N:3]=1.[N:8]1([C:14]([O:16][C:17]([CH3:20])([CH3:19])[CH3:18])=[O:15])[CH2:13][CH2:12][NH:11][CH2:10][CH2:9]1.C1C=CC(P(C2C(C3C(P(C4C=CC=CC=4)C4C=CC=CC=4)=CC=C4C=3C=CC=C4)=C3C(C=CC=C3)=CC=2)C2C=CC=CC=2)=CC=1.CC([O-])(C)C.[Na+]. (2) Given the product [Br:14][CH2:15][CH2:16][CH2:17][CH2:18][CH2:19][CH2:20][O:4][CH2:3][C:2]([F:13])([F:1])[CH2:5][CH2:6][C:7]1[CH:12]=[CH:11][CH:10]=[CH:9][CH:8]=1, predict the reactants needed to synthesize it. The reactants are: [F:1][C:2]([F:13])([CH2:5][CH2:6][C:7]1[CH:12]=[CH:11][CH:10]=[CH:9][CH:8]=1)[CH2:3][OH:4].[Br:14][CH2:15][CH2:16][CH2:17][CH2:18][CH2:19][CH2:20]Br.[OH-].[Na+].